From a dataset of Forward reaction prediction with 1.9M reactions from USPTO patents (1976-2016). Predict the product of the given reaction. (1) Given the reactants Cl.[F:2][C:3]1([F:9])[CH2:8][CH2:7][CH2:6][NH:5][CH2:4]1.C(=O)([O-])[O-].[Cs+].[Cs+].Br[CH2:17][CH2:18][CH2:19][O:20][Si:21]([C:24]([CH3:27])([CH3:26])[CH3:25])([CH3:23])[CH3:22].O, predict the reaction product. The product is: [Si:21]([O:20][CH2:19][CH2:18][CH2:17][N:5]1[CH2:6][CH2:7][CH2:8][C:3]([F:9])([F:2])[CH2:4]1)([C:24]([CH3:25])([CH3:26])[CH3:27])([CH3:23])[CH3:22]. (2) Given the reactants [CH2:1]1[C:9]2[C:4](=[C:5]([NH2:10])[CH:6]=[CH:7][CH:8]=2)[CH2:3][CH2:2]1.[C:11](OC(=O)C)(=[O:13])[CH3:12], predict the reaction product. The product is: [CH2:1]1[C:9]2[C:4](=[C:5]([NH:10][C:11](=[O:13])[CH3:12])[CH:6]=[CH:7][CH:8]=2)[CH2:3][CH2:2]1.